The task is: Predict the reactants needed to synthesize the given product.. This data is from Full USPTO retrosynthesis dataset with 1.9M reactions from patents (1976-2016). Given the product [F:1][C:2]1[CH:11]=[C:10]([NH:32][CH2:31][C:30]2[CH:33]=[CH:34][C:27]([O:26][CH3:25])=[CH:28][CH:29]=2)[C:9]([N+:13]([O-:15])=[O:14])=[CH:8][C:3]=1[C:4]([O:6][CH3:7])=[O:5], predict the reactants needed to synthesize it. The reactants are: [F:1][C:2]1[CH:11]=[C:10](F)[C:9]([N+:13]([O-:15])=[O:14])=[CH:8][C:3]=1[C:4]([O:6][CH3:7])=[O:5].CCN(C(C)C)C(C)C.[CH3:25][O:26][C:27]1[CH:34]=[CH:33][C:30]([CH2:31][NH2:32])=[CH:29][CH:28]=1.